From a dataset of HIV replication inhibition screening data with 41,000+ compounds from the AIDS Antiviral Screen. Binary Classification. Given a drug SMILES string, predict its activity (active/inactive) in a high-throughput screening assay against a specified biological target. (1) The compound is COc1cc(C2SC(=N)Nc3c2c(C)nn3C(=O)c2ccccc2O)ccc1O. The result is 0 (inactive). (2) The molecule is c1ccc(-c2cnc3cccnc3n2)cc1. The result is 0 (inactive). (3) The drug is O=C(Nc1ccc(Cl)cc1)C(=O)C(C(=O)c1ccccc1-c1ccccc1)C1OC(=O)c2ccccc21. The result is 0 (inactive). (4) The drug is CC(=O)NC1C(OC(C)C(=O)NC(C)C(=O)NC(CCC(=O)NCCCCCNc2ccc([N+](=O)[O-])c3[nH]c4ccccc4c(=O)c23)C(N)=O)C(O)C(CO)OC1(C)OCc1ccccc1. The result is 0 (inactive). (5) The drug is CCC1(O)C(=O)OCc2c1cc1n(c2=O)Cc2cc3cc(OC)c(OC)cc3nc2-1. The result is 0 (inactive). (6) The compound is CN(C)CCOc1ccc([N+](=O)[O-])c2cccnc12.Cl. The result is 0 (inactive). (7) The drug is O=C(Nc1c(Cl)cc([N+](=O)[O-])cc1Cl)C(=NNc1cccc(Cl)c1)c1c(O)c2ccccc2oc1=O. The result is 0 (inactive). (8) The molecule is CC(C)CCCC(C)C1CCC2C3CC(O)C4CC(OS(=O)(=O)O)CCC4(C)C3CCC12C.[NaH]. The result is 0 (inactive). (9) The molecule is COC1=CC(C)C2CC3OC(O)CC4C(C)C(=O)C(O)C(C2(C)C1=O)C34C. The result is 0 (inactive).